This data is from Full USPTO retrosynthesis dataset with 1.9M reactions from patents (1976-2016). The task is: Predict the reactants needed to synthesize the given product. (1) Given the product [NH2:11][C:8]1[C:7]2[C:2]([C:30]3[CH:29]=[CH:28][C:27]([NH:26][C:24]([NH:23][C:14]4[CH:15]=[C:16]([C:19]([F:20])([F:22])[F:21])[CH:17]=[CH:18][C:13]=4[F:12])=[O:25])=[CH:32][CH:31]=3)=[N:3][CH:4]=[CH:5][C:6]=2[NH:10][N:9]=1, predict the reactants needed to synthesize it. The reactants are: Br[C:2]1[C:7]2[C:8]([NH2:11])=[N:9][NH:10][C:6]=2[CH:5]=[CH:4][N:3]=1.[F:12][C:13]1[CH:18]=[CH:17][C:16]([C:19]([F:22])([F:21])[F:20])=[CH:15][C:14]=1[NH:23][C:24]([NH:26][C:27]1[CH:32]=[CH:31][C:30](B2OC(C)(C)C(C)(C)O2)=[CH:29][CH:28]=1)=[O:25].C(=O)(O)[O-].[Na+].C(OCC)(=O)C. (2) Given the product [Cl:24][C:20]1[C:19]([F:25])=[C:18]([C@@H:17]2[C@:16]([C:28]3[CH:33]=[CH:32][C:31]([Cl:34])=[CH:30][C:29]=3[F:35])([C:26]#[N:27])[C@H:15]([CH2:36][C:37]([CH3:40])([CH3:39])[CH3:38])[NH:14][C@H:13]2[C:11]([NH:10][C:7]2[O:6][C:5]([C:3]([OH:4])=[O:2])=[CH:9][CH:8]=2)=[O:12])[CH:23]=[CH:22][CH:21]=1, predict the reactants needed to synthesize it. The reactants are: C[O:2][C:3]([C:5]1[O:6][C:7]([NH:10][C:11]([C@H:13]2[C@H:17]([C:18]3[CH:23]=[CH:22][CH:21]=[C:20]([Cl:24])[C:19]=3[F:25])[C@:16]([C:28]3[CH:33]=[CH:32][C:31]([Cl:34])=[CH:30][C:29]=3[F:35])([C:26]#[N:27])[C@H:15]([CH2:36][C:37]([CH3:40])([CH3:39])[CH3:38])[NH:14]2)=[O:12])=[CH:8][CH:9]=1)=[O:4].[Li+].[OH-].Cl. (3) Given the product [O:22]1[C:26]2[CH:27]=[CH:28][C:29]([C:2]3[CH:3]=[C:4]4[C:8](=[C:9]([C:11]([NH2:13])=[O:12])[CH:10]=3)[NH:7][CH:6]=[C:5]4[CH:14]3[CH2:19][CH2:18][S:17](=[O:21])(=[O:20])[CH2:16][CH2:15]3)=[CH:30][C:25]=2[CH2:24][CH2:23]1, predict the reactants needed to synthesize it. The reactants are: Br[C:2]1[CH:3]=[C:4]2[C:8](=[C:9]([C:11]([NH2:13])=[O:12])[CH:10]=1)[NH:7][CH:6]=[C:5]2[CH:14]1[CH2:19][CH2:18][S:17](=[O:21])(=[O:20])[CH2:16][CH2:15]1.[O:22]1[C:26]2[CH:27]=[CH:28][C:29](B(O)O)=[CH:30][C:25]=2[CH2:24][CH2:23]1.C([O-])([O-])=O.[K+].[K+]. (4) The reactants are: C(N(CC)CC)C.[Si:8](Cl)([C:11]([CH3:14])([CH3:13])[CH3:12])([CH3:10])[CH3:9].CN(C1C=CC=CN=1)C.[CH2:25]([C:27]([C:46]1[CH:51]=[CH:50][C:49](/[CH:52]=[CH:53]/[C:54]([C:60]([F:63])([F:62])[F:61])([OH:59])[C:55]([F:58])([F:57])[F:56])=[C:48]([CH3:64])[CH:47]=1)([C:30]1[CH:35]=[CH:34][C:33]([B:36]2[O:40][C:39]([CH3:42])([CH3:41])[C:38]([CH3:44])([CH3:43])[O:37]2)=[C:32]([CH3:45])[CH:31]=1)[CH2:28][CH3:29])[CH3:26]. Given the product [C:11]([Si:8]([CH3:10])([CH3:9])[O:59][C:54]([C:60]([F:63])([F:62])[F:61])([C:55]([F:56])([F:57])[F:58])/[CH:53]=[CH:52]/[C:49]1[CH:50]=[CH:51][C:46]([C:27]([C:30]2[CH:35]=[CH:34][C:33]([B:36]3[O:40][C:39]([CH3:41])([CH3:42])[C:38]([CH3:44])([CH3:43])[O:37]3)=[C:32]([CH3:45])[CH:31]=2)([CH2:25][CH3:26])[CH2:28][CH3:29])=[CH:47][C:48]=1[CH3:64])([CH3:14])([CH3:13])[CH3:12], predict the reactants needed to synthesize it. (5) Given the product [S:1]1[CH:5]=[CH:4][CH:3]=[C:2]1/[CH:6]=[C:11](\[CH2:12][CH2:13][CH2:14][CH2:15][CH3:16])/[C:9](=[O:8])[CH3:10], predict the reactants needed to synthesize it. The reactants are: [S:1]1[CH:5]=[CH:4][CH:3]=[C:2]1[CH:6]=O.[O:8]=[C:9]([CH:11](P(=O)(OCC)OCC)[CH2:12][CH2:13][CH2:14][CH2:15][CH3:16])[CH3:10].